From a dataset of Catalyst prediction with 721,799 reactions and 888 catalyst types from USPTO. Predict which catalyst facilitates the given reaction. (1) Reactant: [C:1]([O:5][C:6]([CH2:8][O:9][CH:10]1[CH:14]([OH:15])[CH2:13][N:12]([C:16](=[O:33])[C@H:17]([CH2:29][CH:30]([CH3:32])[CH3:31])[NH:18][C:19]([O:21][CH2:22][C:23]2[CH:28]=[CH:27][CH:26]=[CH:25][CH:24]=2)=[O:20])[CH2:11]1)=[O:7])([CH3:4])([CH3:3])[CH3:2].CC(OI1(OC(C)=O)(OC(C)=O)OC(=O)C2C=CC=CC1=2)=O.CCCCCC.C(OCC)(=O)C. The catalyst class is: 4. Product: [C:1]([O:5][C:6]([CH2:8][O:9][CH:10]1[C:14](=[O:15])[CH2:13][N:12]([C:16](=[O:33])[C@H:17]([CH2:29][CH:30]([CH3:31])[CH3:32])[NH:18][C:19]([O:21][CH2:22][C:23]2[CH:28]=[CH:27][CH:26]=[CH:25][CH:24]=2)=[O:20])[CH2:11]1)=[O:7])([CH3:4])([CH3:3])[CH3:2]. (2) Reactant: [F:1][C:2]1[CH:3]=[C:4]([CH:9]=[CH:10][C:11]=1[O:12][C:13]1[CH:18]=[C:17]([C:19]2[NH:20][C:21]([C:24]3[S:25][CH:26]=[CH:27][N:28]=3)=[CH:22][CH:23]=2)[CH:16]=[C:15]([O:29][C@@H:30]([CH3:34])[CH2:31][O:32][CH3:33])[CH:14]=1)[C:5]([O:7]C)=[O:6].O.O.[OH-].[Li+]. Product: [F:1][C:2]1[CH:3]=[C:4]([CH:9]=[CH:10][C:11]=1[O:12][C:13]1[CH:18]=[C:17]([C:19]2[NH:20][C:21]([C:24]3[S:25][CH:26]=[CH:27][N:28]=3)=[CH:22][CH:23]=2)[CH:16]=[C:15]([O:29][C@@H:30]([CH3:34])[CH2:31][O:32][CH3:33])[CH:14]=1)[C:5]([OH:7])=[O:6]. The catalyst class is: 5. (3) Reactant: [NH:1]1[CH2:6][CH2:5][CH2:4][CH2:3][CH2:2]1.[C:7]1(=O)[CH2:11][CH2:10][CH2:9][CH2:8]1. Product: [C:7]1([N:1]2[CH2:6][CH2:5][CH2:4][CH2:3][CH2:2]2)[CH2:11][CH2:10][CH2:9][CH:8]=1. The catalyst class is: 48.